This data is from NCI-60 drug combinations with 297,098 pairs across 59 cell lines. The task is: Regression. Given two drug SMILES strings and cell line genomic features, predict the synergy score measuring deviation from expected non-interaction effect. (1) Drug 1: CC1C(C(CC(O1)OC2CC(CC3=C2C(=C4C(=C3O)C(=O)C5=C(C4=O)C(=CC=C5)OC)O)(C(=O)C)O)N)O.Cl. Drug 2: CC1=C2C(C(=O)C3(C(CC4C(C3C(C(C2(C)C)(CC1OC(=O)C(C(C5=CC=CC=C5)NC(=O)OC(C)(C)C)O)O)OC(=O)C6=CC=CC=C6)(CO4)OC(=O)C)O)C)O. Cell line: UACC62. Synergy scores: CSS=26.7, Synergy_ZIP=1.90, Synergy_Bliss=2.42, Synergy_Loewe=-6.34, Synergy_HSA=3.89. (2) Drug 1: CC(C)(C#N)C1=CC(=CC(=C1)CN2C=NC=N2)C(C)(C)C#N. Drug 2: C1CN(P(=O)(OC1)NCCCl)CCCl. Cell line: MDA-MB-435. Synergy scores: CSS=-3.29, Synergy_ZIP=-0.868, Synergy_Bliss=-5.84, Synergy_Loewe=-3.71, Synergy_HSA=-5.07. (3) Drug 1: CC(CN1CC(=O)NC(=O)C1)N2CC(=O)NC(=O)C2. Drug 2: COC1=NC(=NC2=C1N=CN2C3C(C(C(O3)CO)O)O)N. Cell line: U251. Synergy scores: CSS=22.7, Synergy_ZIP=7.86, Synergy_Bliss=4.07, Synergy_Loewe=-3.42, Synergy_HSA=0.888. (4) Drug 1: CS(=O)(=O)C1=CC(=C(C=C1)C(=O)NC2=CC(=C(C=C2)Cl)C3=CC=CC=N3)Cl. Drug 2: CC1OCC2C(O1)C(C(C(O2)OC3C4COC(=O)C4C(C5=CC6=C(C=C35)OCO6)C7=CC(=C(C(=C7)OC)O)OC)O)O. Cell line: HCC-2998. Synergy scores: CSS=25.7, Synergy_ZIP=0.798, Synergy_Bliss=-0.0356, Synergy_Loewe=-3.23, Synergy_HSA=0.897. (5) Drug 2: CS(=O)(=O)CCNCC1=CC=C(O1)C2=CC3=C(C=C2)N=CN=C3NC4=CC(=C(C=C4)OCC5=CC(=CC=C5)F)Cl. Cell line: OVCAR-4. Synergy scores: CSS=2.05, Synergy_ZIP=0.0678, Synergy_Bliss=2.05, Synergy_Loewe=-3.80, Synergy_HSA=-3.28. Drug 1: C1CN1P(=S)(N2CC2)N3CC3. (6) Drug 1: CC1=C2C(C(=O)C3(C(CC4C(C3C(C(C2(C)C)(CC1OC(=O)C(C(C5=CC=CC=C5)NC(=O)OC(C)(C)C)O)O)OC(=O)C6=CC=CC=C6)(CO4)OC(=O)C)OC)C)OC. Drug 2: COC1=CC(=CC(=C1O)OC)C2C3C(COC3=O)C(C4=CC5=C(C=C24)OCO5)OC6C(C(C7C(O6)COC(O7)C8=CC=CS8)O)O. Cell line: OVCAR-5. Synergy scores: CSS=56.3, Synergy_ZIP=-0.692, Synergy_Bliss=-4.12, Synergy_Loewe=-7.42, Synergy_HSA=-0.253. (7) Drug 1: CCCS(=O)(=O)NC1=C(C(=C(C=C1)F)C(=O)C2=CNC3=C2C=C(C=N3)C4=CC=C(C=C4)Cl)F. Drug 2: CCC1(C2=C(COC1=O)C(=O)N3CC4=CC5=C(C=CC(=C5CN(C)C)O)N=C4C3=C2)O.Cl. Cell line: IGROV1. Synergy scores: CSS=6.29, Synergy_ZIP=-6.95, Synergy_Bliss=-5.13, Synergy_Loewe=-20.4, Synergy_HSA=-5.02.